Dataset: Reaction yield outcomes from USPTO patents with 853,638 reactions. Task: Predict the reaction yield, written as a fraction of the theoretical maximum amount of product (1.0 means a 100% yield; for example, 0.34 means a 34% yield). (1) The reactants are BrN1C(=O)CCC1=O.[Cl:9][C:10]1[N:15]=[C:14]([CH2:16][C:17]([C:19]2[C:20]([F:32])=[C:21]([NH:25][C:26](=[O:31])[O:27][CH2:28][CH:29]=[CH2:30])[CH:22]=[CH:23][CH:24]=2)=O)[CH:13]=[CH:12][N:11]=1.[NH2:33][C:34](=[S:46])[C:35]([NH:38][C:39](=[O:45])[O:40][C:41]([CH3:44])([CH3:43])[CH3:42])([CH3:37])[CH3:36]. The catalyst is ClCCl.CCOC(C)=O. The product is [Cl:9][C:10]1[N:15]=[C:14]([C:16]2[S:46][C:34]([C:35]([NH:38][C:39]([O:40][C:41]([CH3:44])([CH3:43])[CH3:42])=[O:45])([CH3:37])[CH3:36])=[N:33][C:17]=2[C:19]2[C:20]([F:32])=[C:21]([NH:25][C:26](=[O:31])[O:27][CH2:28][CH:29]=[CH2:30])[CH:22]=[CH:23][CH:24]=2)[CH:13]=[CH:12][N:11]=1. The yield is 0.540. (2) The catalyst is Cl.O. The yield is 1.00. The product is [N+:1]([C:4]1[CH:10]=[CH:9][C:7]([N:8]=[N:38][C:29]2[C:30]([CH3:33])=[C:31]([CH3:32])[C:18]3[O:17][C:16]([CH3:35])([CH3:15])[CH:20]([C:21]4[CH:22]=[CH:23][C:24]([CH3:27])=[CH:25][CH:26]=4)[C:19]=3[C:28]=2[CH3:34])=[CH:6][CH:5]=1)([O-:3])=[O:2]. The reactants are [N+:1]([C:4]1[CH:10]=[CH:9][C:7]([NH2:8])=[CH:6][CH:5]=1)([O-:3])=[O:2].N([O-])=O.[Na+].[CH3:15][C:16]1([CH3:35])[CH:20]([C:21]2[CH:26]=[CH:25][C:24]([CH3:27])=[CH:23][CH:22]=2)[C:19]2[C:28]([CH3:34])=[CH:29][C:30]([CH3:33])=[C:31]([CH3:32])[C:18]=2[O:17]1.C(#[N:38])C. (3) The reactants are [CH3:1][N:2]1[CH:7]=[C:6](B2OC(C)(C)C(C)(C)O2)[CH:5]=[C:4]([NH:17][C:18]2[S:19][C:20]([CH3:23])=[CH:21][N:22]=2)[C:3]1=[O:24].[C:25]([C:29]1[CH:30]=[C:31]2[C:36](=[C:37]([F:39])[CH:38]=1)[C:35](=[O:40])[N:34]([C:41]1[N:48]=[CH:47][CH:46]=[C:45](Cl)[C:42]=1[CH:43]=[O:44])[N:33]=[CH:32]2)([CH3:28])([CH3:27])[CH3:26].[O-]P([O-])([O-])=O.[K+].[K+].[K+].C([O-])(=O)C.[Na+]. The catalyst is C1C=CC(P(C2C=CC=CC=2)[C-]2C=CC=C2)=CC=1.C1C=CC(P(C2C=CC=CC=2)[C-]2C=CC=C2)=CC=1.Cl[Pd]Cl.[Fe+2].O.C(#N)C. The product is [C:25]([C:29]1[CH:30]=[C:31]2[C:36](=[C:37]([F:39])[CH:38]=1)[C:35](=[O:40])[N:34]([C:41]1[N:48]=[CH:47][CH:46]=[C:45]([C:6]3[CH:5]=[C:4]([NH:17][C:18]4[S:19][C:20]([CH3:23])=[CH:21][N:22]=4)[C:3](=[O:24])[N:2]([CH3:1])[CH:7]=3)[C:42]=1[CH:43]=[O:44])[N:33]=[CH:32]2)([CH3:28])([CH3:26])[CH3:27]. The yield is 0.550.